Dataset: Catalyst prediction with 721,799 reactions and 888 catalyst types from USPTO. Task: Predict which catalyst facilitates the given reaction. (1) Product: [NH2:23][C:19]1[CH:20]=[CH:21][CH:22]=[C:8]([CH2:7][N:1]2[CH2:2][CH2:3][O:4][CH2:5][CH2:6]2)[C:9]=1[C:10]([NH:12][C:13]1[CH:18]=[CH:17][CH:16]=[CH:15][CH:14]=1)=[O:11]. The catalyst class is: 19. Reactant: [N:1]1([CH2:7][C:8]2[CH:22]=[CH:21][CH:20]=[C:19]([N+:23]([O-])=O)[C:9]=2[C:10]([NH:12][C:13]2[CH:18]=[CH:17][CH:16]=[CH:15][CH:14]=2)=[O:11])[CH2:6][CH2:5][O:4][CH2:3][CH2:2]1. (2) Reactant: Br[C:2]1[C:3]([N:17]2[CH:21]=[CH:20][C:19]([C:22]([F:25])([F:24])[F:23])=[N:18]2)=[N:4][C:5]([NH:8][C:9]2[CH:14]=[C:13]([CH3:15])[CH:12]=[C:11]([CH3:16])[CH:10]=2)=[N:6][CH:7]=1.[CH3:26][O:27][C:28]1[C:33]([C:34]([O:36][CH3:37])=[O:35])=[CH:32][C:31](B2OC(C)(C)C(C)(C)O2)=[CH:30][N:29]=1.C(Cl)Cl.C(=O)([O-])[O-].[Na+].[Na+]. Product: [CH3:16][C:11]1[CH:10]=[C:9]([NH:8][C:5]2[N:4]=[C:3]([N:17]3[CH:21]=[CH:20][C:19]([C:22]([F:25])([F:24])[F:23])=[N:18]3)[C:2]([C:31]3[CH:32]=[C:33]([C:34]([O:36][CH3:37])=[O:35])[C:28]([O:27][CH3:26])=[N:29][CH:30]=3)=[CH:7][N:6]=2)[CH:14]=[C:13]([CH3:15])[CH:12]=1. The catalyst class is: 647.